Dataset: Full USPTO retrosynthesis dataset with 1.9M reactions from patents (1976-2016). Task: Predict the reactants needed to synthesize the given product. (1) Given the product [C:1]([C:5]1[CH:6]=[CH:7][C:8]2[O:12][C:11]([N:15]3[CH2:21][CH2:20][CH2:19][NH:18][CH2:17][CH2:16]3)=[N:10][C:9]=2[CH:14]=1)([CH3:4])([CH3:3])[CH3:2], predict the reactants needed to synthesize it. The reactants are: [C:1]([C:5]1[CH:6]=[CH:7][C:8]2[O:12][C:11](S)=[N:10][C:9]=2[CH:14]=1)([CH3:4])([CH3:3])[CH3:2].[NH:15]1[CH2:21][CH2:20][CH2:19][NH:18][CH2:17][CH2:16]1. (2) Given the product [C:35]([OH:42])(=[O:41])/[CH:36]=[CH:37]\[C:38]([OH:40])=[O:39].[NH2:1][C:2]1[C:31]([Cl:32])=[CH:30][C:5]([C:6]([NH:8][C@H:9]2[CH2:14][CH2:13][N:12]([CH2:15][CH:16]3[CH2:17][CH2:18][N:19]([C:22](=[O:27])[C:23]([CH3:26])([CH3:25])[CH3:24])[CH2:20][CH2:21]3)[CH2:11][C@H:10]2[O:28][CH3:29])=[O:7])=[C:4]([O:33][CH3:34])[CH:3]=1, predict the reactants needed to synthesize it. The reactants are: [NH2:1][C:2]1[C:31]([Cl:32])=[CH:30][C:5]([C:6]([NH:8][C@H:9]2[CH2:14][CH2:13][N:12]([CH2:15][CH:16]3[CH2:21][CH2:20][N:19]([C:22](=[O:27])[C:23]([CH3:26])([CH3:25])[CH3:24])[CH2:18][CH2:17]3)[CH2:11][C@H:10]2[O:28][CH3:29])=[O:7])=[C:4]([O:33][CH3:34])[CH:3]=1.[C:35]([OH:42])(=[O:41])/[CH:36]=[CH:37]\[C:38]([OH:40])=[O:39]. (3) Given the product [F:1][C:2]([F:24])([F:23])[O:3][C:4]1[CH:9]=[CH:8][C:7]([C:10]2[N:15]=[C:14]([C:16]([F:19])([F:18])[F:17])[C:13]([C:20]([Cl:28])=[O:21])=[CH:12][N:11]=2)=[CH:6][CH:5]=1, predict the reactants needed to synthesize it. The reactants are: [F:1][C:2]([F:24])([F:23])[O:3][C:4]1[CH:9]=[CH:8][C:7]([C:10]2[N:15]=[C:14]([C:16]([F:19])([F:18])[F:17])[C:13]([C:20](O)=[O:21])=[CH:12][N:11]=2)=[CH:6][CH:5]=1.C(Cl)(=O)C([Cl:28])=O. (4) Given the product [Cl:30][C:27]1[CH:26]=[CH:25][C:24]([C:21]2[S:22][CH:23]=[C:19]([CH2:18][N:3]3[C:4]4[C:9](=[C:8]([C:11]([F:12])([F:14])[F:13])[C:7]([C:15]#[N:16])=[CH:6][CH:5]=4)[CH:10]=[C:2]3[CH3:1])[N:20]=2)=[CH:29][CH:28]=1, predict the reactants needed to synthesize it. The reactants are: [CH3:1][C:2]1[NH:3][C:4]2[C:9]([CH:10]=1)=[C:8]([C:11]([F:14])([F:13])[F:12])[C:7]([C:15]#[N:16])=[CH:6][CH:5]=2.Cl[CH2:18][C:19]1[N:20]=[C:21]([C:24]2[CH:29]=[CH:28][C:27]([Cl:30])=[CH:26][CH:25]=2)[S:22][CH:23]=1. (5) Given the product [CH3:16][NH:15][C@H:8]([C:5]1[CH:6]=[CH:7][C:2]([C:24]2[CH:23]=[CH:22][CH:21]=[C:20]([C:18]([NH2:17])=[O:19])[CH:25]=2)=[CH:3][CH:4]=1)[CH2:9][N:10]1[CH2:14][CH2:13][CH2:12][CH2:11]1, predict the reactants needed to synthesize it. The reactants are: Br[C:2]1[CH:7]=[CH:6][C:5]([C@@H:8]([NH:15][CH3:16])[CH2:9][N:10]2[CH2:14][CH2:13][CH2:12][CH2:11]2)=[CH:4][CH:3]=1.[NH2:17][C:18]([C:20]1[CH:21]=[C:22](B(O)O)[CH:23]=[CH:24][CH:25]=1)=[O:19].C([O-])([O-])=O.[Na+].[Na+].C(Cl)Cl.